This data is from Forward reaction prediction with 1.9M reactions from USPTO patents (1976-2016). The task is: Predict the product of the given reaction. (1) Given the reactants [F:1][C:2]1[N:7]=[CH:6][C:5]([C:8]([OH:10])=O)=[CH:4][CH:3]=1.[CH:11]1[CH:12]=CC2N(O)N=[N:17][C:15]=2[CH:16]=1.CCN=C=NCCCN(C)C.Cl.N1CCCC1.C([O-])(O)=O.[Na+], predict the reaction product. The product is: [F:1][C:2]1[CH:3]=[CH:4][C:5]([C:8]([N:17]2[CH2:12][CH2:11][CH2:16][CH2:15]2)=[O:10])=[CH:6][N:7]=1. (2) Given the reactants C1(OC([N:10]2[CH:15]=[C:14]([F:16])[CH:13]([CH:17]3[CH2:19][CH2:18]3)[C:12]([Br:20])=[CH:11]2)=O)C=CC=CC=1.[S], predict the reaction product. The product is: [Br:20][C:12]1[CH:11]=[N:10][CH:15]=[C:14]([F:16])[C:13]=1[CH:17]1[CH2:18][CH2:19]1. (3) Given the reactants [H-].[Al+3].[Li+].[H-].[H-].[H-].[CH3:7][C:8]1[CH:9]=[N:10][CH:11]=[C:12]([CH3:19])[C:13]=1[C:14](OCC)=[O:15], predict the reaction product. The product is: [CH3:7][C:8]1[CH:9]=[N:10][CH:11]=[C:12]([CH3:19])[C:13]=1[CH2:14][OH:15]. (4) The product is: [NH2:1][C:2]1[N:7]([C:8]2[CH:13]=[CH:12][C:11]([CH2:14][CH2:15][NH:30][C:29]([CH3:28])([C:32]([O:34][C:35]([CH3:38])([CH3:37])[CH3:36])=[O:33])[CH3:31])=[CH:10][CH:9]=2)[C:6](=[O:17])[CH:5]=[CH:4][C:3]=1[C:18](=[O:27])[C:19]1[CH:24]=[CH:23][C:22]([F:25])=[CH:21][C:20]=1[F:26]. Given the reactants [NH2:1][C:2]1[N:7]([C:8]2[CH:13]=[CH:12][C:11]([CH2:14][CH:15]=O)=[CH:10][CH:9]=2)[C:6](=[O:17])[CH:5]=[CH:4][C:3]=1[C:18](=[O:27])[C:19]1[CH:24]=[CH:23][C:22]([F:25])=[CH:21][C:20]=1[F:26].[CH3:28][C:29]([C:32]([O:34][C:35]([CH3:38])([CH3:37])[CH3:36])=[O:33])([CH3:31])[NH2:30].[BH-](OC(C)=O)(OC(C)=O)OC(C)=O.[Na+], predict the reaction product. (5) The product is: [Cl:67][C:68]1[CH:69]=[C:70]([CH:79]([CH3:81])[CH3:80])[C:71]2[O:75][C:74]([S:76][CH2:26][CH2:27][N:28]3[CH2:33][CH2:32][N:31]([CH2:34][C:35]([NH:37][C:38]4[C:39]([O:51][CH2:52][C:53]([F:54])([F:55])[F:56])=[N:40][C:41]([CH3:50])=[CH:42][C:43]=4[O:44][CH2:45][C:46]([F:48])([F:47])[F:49])=[O:36])[CH2:30][CH2:29]3)=[N:73][C:72]=2[C:77]=1[CH3:78]. Given the reactants OCCN1CCN(CC(NC2C(SC)=NC(C)=CC=2SC)=O)CC1.O[CH2:26][CH2:27][N:28]1[CH2:33][CH2:32][N:31]([CH2:34][C:35]([NH:37][C:38]2[C:39]([O:51][CH2:52][C:53]([F:56])([F:55])[F:54])=[N:40][C:41]([CH3:50])=[CH:42][C:43]=2[O:44][CH2:45][C:46]([F:49])([F:48])[F:47])=[O:36])[CH2:30][CH2:29]1.SC1NC2C=CC=CC=2N=1.[Cl:67][C:68]1[CH:69]=[C:70]([CH:79]([CH3:81])[CH3:80])[C:71]2[O:75][C:74]([SH:76])=[N:73][C:72]=2[C:77]=1[CH3:78], predict the reaction product. (6) Given the reactants Cl[C:2]1[C:3]([N+:11]([O-:13])=[O:12])=[C:4]([CH:8]=[CH:9][CH:10]=1)[C:5]([OH:7])=[O:6].[OH-:14].[K+].Cl, predict the reaction product. The product is: [OH:14][C:2]1[C:3]([N+:11]([O-:13])=[O:12])=[C:4]([CH:8]=[CH:9][CH:10]=1)[C:5]([OH:7])=[O:6]. (7) Given the reactants [NH2:1][C:2]1[N:7]=[CH:6][N:5]=[C:4]2[N:8]([CH2:25][C@H:26]3[CH2:30][CH2:29][CH2:28][N:27]3[C:31](=[O:35])[CH2:32][C:33]#[N:34])[N:9]=[C:10]([C:11]3[CH:16]=[CH:15][C:14]([O:17][C:18]4[CH:23]=[CH:22][CH:21]=[CH:20][C:19]=4[F:24])=[CH:13][CH:12]=3)[C:3]=12.N1[CH2:41][CH2:40][CH2:39][CH2:38]C1.C1(C=O)CC1, predict the reaction product. The product is: [NH2:1][C:2]1[N:7]=[CH:6][N:5]=[C:4]2[N:8]([CH2:25][C@H:26]3[CH2:30][CH2:29][CH2:28][N:27]3[C:31]([C:32](=[CH:38][CH:39]3[CH2:41][CH2:40]3)[C:33]#[N:34])=[O:35])[N:9]=[C:10]([C:11]3[CH:16]=[CH:15][C:14]([O:17][C:18]4[CH:23]=[CH:22][CH:21]=[CH:20][C:19]=4[F:24])=[CH:13][CH:12]=3)[C:3]=12. (8) The product is: [Cl:18][C:19]1[CH:20]=[CH:21][C:22]([C@H:25]2[C@@:27]3([C:35]4[C:30](=[CH:31][CH:32]=[CH:33][CH:34]=4)[N:29]([CH2:10][C:6]4[CH:5]=[C:4]([CH:9]=[CH:8][CH:7]=4)[C:3]([N:14]([CH3:15])[CH3:13])=[O:12])[C:28]3=[O:36])[CH2:26]2)=[CH:23][CH:24]=1. Given the reactants CO[C:3](=[O:12])[C:4]1[CH:9]=[CH:8][CH:7]=[C:6]([CH2:10]Br)[CH:5]=1.[CH3:13][NH:14][CH3:15].CN.[Cl:18][C:19]1[CH:24]=[CH:23][C:22]([C@@H:25]2[C@:27]3([C:35]4[C:30](=[CH:31][CH:32]=[CH:33][CH:34]=4)[NH:29][C:28]3=[O:36])[CH2:26]2)=[CH:21][CH:20]=1, predict the reaction product. (9) Given the reactants [Cl:1][C:2]1[S:6][C:5]([C:7]([NH:9][C@H:10]([CH3:18])[C:11]([O:13]C(C)(C)C)=[O:12])=[O:8])=[CH:4][CH:3]=1.C(O)(C(F)(F)F)=O, predict the reaction product. The product is: [Cl:1][C:2]1[S:6][C:5]([C:7]([NH:9][C@H:10]([CH3:18])[C:11]([OH:13])=[O:12])=[O:8])=[CH:4][CH:3]=1. (10) Given the reactants [CH3:1][O:2][C:3]1[CH:4]=[C:5]2[C:10](=[CH:11][C:12]=1[CH3:13])[C:9](=O)[CH2:8][CH2:7][C:6]2([CH3:16])[CH3:15].C[Mg+].[Br-].[CH2:20](OCC)C, predict the reaction product. The product is: [CH3:1][O:2][C:3]1[CH:4]=[C:5]2[C:10]([C:9]([CH3:20])=[CH:8][CH2:7][C:6]2([CH3:16])[CH3:15])=[CH:11][C:12]=1[CH3:13].